Dataset: Forward reaction prediction with 1.9M reactions from USPTO patents (1976-2016). Task: Predict the product of the given reaction. (1) The product is: [CH3:14][O:13][C:8]1[CH:9]=[C:10]2[C:5](=[CH:6][CH:7]=1)[CH:4]=[C:3]([CH2:2][N:18]1[CH:19]=[CH:20][CH:21]=[C:22]([C:23]([O:25][CH2:26][CH3:27])=[O:24])[C:17]1=[O:16])[CH:12]=[CH:11]2. Given the reactants Br[CH2:2][C:3]1[CH:12]=[CH:11][C:10]2[C:5](=[CH:6][CH:7]=[C:8]([O:13][CH3:14])[CH:9]=2)[CH:4]=1.Cl.[O:16]=[C:17]1[C:22]([C:23]([O:25][CH2:26][CH3:27])=[O:24])=[CH:21][CH:20]=[CH:19][NH:18]1.[H-].[Na+], predict the reaction product. (2) The product is: [Br-:28].[C:1]([C:4]1[CH:5]=[N+:6]([CH2:27][C:26]2[CH:29]=[CH:30][CH:31]=[CH:32][C:25]=2[F:24])[CH:7]=[CH:8][C:9]=1[CH2:10][CH:11]1[CH2:20][CH2:19][C:18]2[C:13](=[CH:14][CH:15]=[C:16]([O:21][CH3:22])[CH:17]=2)[C:12]1=[O:23])(=[O:3])[CH3:2]. Given the reactants [C:1]([C:4]1[CH:5]=[N:6][CH:7]=[CH:8][C:9]=1[CH2:10][CH:11]1[CH2:20][CH2:19][C:18]2[C:13](=[CH:14][CH:15]=[C:16]([O:21][CH3:22])[CH:17]=2)[C:12]1=[O:23])(=[O:3])[CH3:2].[F:24][C:25]1[CH:32]=[CH:31][CH:30]=[CH:29][C:26]=1[CH2:27][Br:28], predict the reaction product. (3) Given the reactants [F:1][C:2]1[CH:3]=[N:4][C:5]2[C:10]([C:11]=1[CH2:12][CH2:13][C:14]13[CH2:21][CH2:20][C:17]([NH2:22])([CH2:18][CH2:19]1)[CH2:16][O:15]3)=[N:9][C:8]([O:23][CH3:24])=[CH:7][CH:6]=2.[O:25]1[C:34]2[C:29](=[N:30][C:31]([CH:35]=O)=[CH:32][CH:33]=2)[O:28][CH2:27][CH2:26]1.C(O[BH-](OC(=O)C)OC(=O)C)(=O)C.[Na+].Cl, predict the reaction product. The product is: [O:25]1[C:34]2[C:29](=[N:30][C:31]([CH2:35][NH:22][C:17]34[CH2:20][CH2:21][C:14]([CH2:13][CH2:12][C:11]5[C:10]6[C:5](=[CH:6][CH:7]=[C:8]([O:23][CH3:24])[N:9]=6)[N:4]=[CH:3][C:2]=5[F:1])([CH2:19][CH2:18]3)[O:15][CH2:16]4)=[CH:32][CH:33]=2)[O:28][CH2:27][CH2:26]1. (4) The product is: [ClH:1].[F:7][C:8]1[CH:13]=[CH:12][C:11]([F:14])=[CH:10][C:9]=1[C:15]1[S:19][C:18]([CH2:4][CH2:3][C:2](=[NH:5])[NH2:6])([C:20]2[CH:25]=[CH:24][CH:23]=[CH:22][CH:21]=2)[N:17]([C:30](=[O:35])[C@@H:31]([O:33][CH3:34])[CH3:32])[N:16]=1. Given the reactants [ClH:1].[C:2](=[NH:6])([NH2:5])[CH2:3][CH3:4].[F:7][C:8]1[CH:13]=[CH:12][C:11]([F:14])=[CH:10][C:9]=1[C:15]1[S:19][C:18](CCC#N)([C:20]2[CH:25]=[CH:24][CH:23]=[CH:22][CH:21]=2)[N:17]([C:30](=[O:35])[C@@H:31]([O:33][CH3:34])[CH3:32])[N:16]=1.Cl.N, predict the reaction product. (5) Given the reactants [OH-].[Na+].[F:3][CH:4]([F:19])[CH2:5][O:6][C:7]1[CH:8]=[C:9]([F:18])[C:10]([C:13]([O:15]CC)=[O:14])=[N:11][CH:12]=1.Cl.O1CCOCC1, predict the reaction product. The product is: [F:19][CH:4]([F:3])[CH2:5][O:6][C:7]1[CH:8]=[C:9]([F:18])[C:10]([C:13]([OH:15])=[O:14])=[N:11][CH:12]=1. (6) Given the reactants Cl[C:2]1[NH:3][C:4](=[O:13])[C:5]2[C:10]([CH:11]=1)=[C:9]([Cl:12])[CH:8]=[CH:7][CH:6]=2.[CH3:14][N:15]1[CH2:20][CH2:19][NH:18][CH2:17][CH:16]1[CH2:21][OH:22], predict the reaction product. The product is: [Cl:12][C:9]1[CH:8]=[CH:7][CH:6]=[C:5]2[C:10]=1[CH:11]=[C:2]([N:18]1[CH2:19][CH2:20][N:15]([CH3:14])[CH:16]([CH2:21][OH:22])[CH2:17]1)[NH:3][C:4]2=[O:13]. (7) The product is: [CH2:17]([O:24][C:25]1[CH:26]=[CH:27][C:28]([C:31]2[C:39]3[C:38]([NH2:40])=[N:37][CH:36]=[N:35][C:34]=3[N:33]([CH:12]3[CH2:16][CH2:15][O:14][CH2:13]3)[CH:32]=2)=[CH:29][CH:30]=1)[C:18]1[CH:23]=[CH:22][CH:21]=[CH:20][CH:19]=1. Given the reactants S(O[CH:12]1[CH2:16][CH2:15][O:14][CH2:13]1)(C1C=CC(C)=CC=1)(=O)=O.[CH2:17]([O:24][C:25]1[CH:30]=[CH:29][C:28]([C:31]2[C:39]3[C:38]([NH2:40])=[N:37][CH:36]=[N:35][C:34]=3[NH:33][CH:32]=2)=[CH:27][CH:26]=1)[C:18]1[CH:23]=[CH:22][CH:21]=[CH:20][CH:19]=1.[H-].[Na+], predict the reaction product.